Task: Predict the product of the given reaction.. Dataset: Forward reaction prediction with 1.9M reactions from USPTO patents (1976-2016) (1) Given the reactants CCN(C(C)C)C(C)C.[CH3:10][O:11][C:12]1[CH:13]=[CH:14][CH:15]=[C:16]2[C:21]=1[O:20][C:19](=[O:22])[C:18]([C:23]([OH:25])=O)=[CH:17]2.CN(C(ON1N=NC2C=CC=NC1=2)=[N+](C)C)C.F[P-](F)(F)(F)(F)F.[CH3:50][O:51][C:52]1[CH:57]=[CH:56][C:55]([O:58][CH3:59])=[CH:54][C:53]=1[C:60]1[CH:65]=[CH:64][CH:63]=[C:62]([NH2:66])[CH:61]=1, predict the reaction product. The product is: [CH3:50][O:51][C:52]1[CH:57]=[CH:56][C:55]([O:58][CH3:59])=[CH:54][C:53]=1[C:60]1[CH:65]=[CH:64][CH:63]=[C:62]([NH:66][C:23]([C:18]2[C:19](=[O:22])[O:20][C:21]3[C:16]([CH:17]=2)=[CH:15][CH:14]=[CH:13][C:12]=3[O:11][CH3:10])=[O:25])[CH:61]=1. (2) Given the reactants C([O:3][C:4]([CH:6]1[CH2:11][CH2:10][CH:9]([NH:12][CH2:13][C:14]2[CH:19]=[CH:18][CH:17]=[CH:16][CH:15]=2)[CH:8]([CH3:20])[CH2:7]1)=O)C.[H-].[H-].[H-].[H-].[Li+].[Al+3], predict the reaction product. The product is: [CH2:13]([NH:12][CH:9]1[CH2:10][CH2:11][CH:6]([CH2:4][OH:3])[CH2:7][CH:8]1[CH3:20])[C:14]1[CH:19]=[CH:18][CH:17]=[CH:16][CH:15]=1. (3) Given the reactants [N:1]([CH:4]1[CH2:7][C:6]2([CH2:11][CH2:10][N:9]([C:12]([O:14][C:15]([CH3:18])([CH3:17])[CH3:16])=[O:13])[CH2:8]2)[CH2:5]1)=[N+]=[N-], predict the reaction product. The product is: [NH2:1][CH:4]1[CH2:5][C:6]2([CH2:11][CH2:10][N:9]([C:12]([O:14][C:15]([CH3:18])([CH3:17])[CH3:16])=[O:13])[CH2:8]2)[CH2:7]1. (4) Given the reactants FC(F)(F)C(O)=O.C(OC([N:15]1[CH2:20][CH2:19][C:18]([CH2:22][C:23]2[CH:28]=[CH:27][C:26]([Cl:29])=[CH:25][CH:24]=2)([OH:21])[C:17]([CH3:31])([CH3:30])[CH2:16]1)=O)(C)(C)C, predict the reaction product. The product is: [Cl:29][C:26]1[CH:25]=[CH:24][C:23]([CH2:22][C:18]2([OH:21])[CH2:19][CH2:20][NH:15][CH2:16][C:17]2([CH3:30])[CH3:31])=[CH:28][CH:27]=1. (5) Given the reactants [C:1]([O:5][C:6]([N:8]1[CH2:12][CH:11]([OH:13])[CH:10]2[N:14]([C:17]([O:19][CH2:20][C:21]3[CH:26]=[CH:25][CH:24]=[CH:23][CH:22]=3)=[O:18])[CH2:15][CH2:16][CH:9]12)=[O:7])([CH3:4])([CH3:3])[CH3:2].[F:27][C:28]1[CH:35]=[CH:34][C:31]([CH2:32]Br)=[CH:30][CH:29]=1.[H-].[Na+], predict the reaction product. The product is: [C:1]([O:5][C:6]([N:8]1[CH2:12][CH:11]([O:13][CH2:32][C:31]2[CH:34]=[CH:35][C:28]([F:27])=[CH:29][CH:30]=2)[CH:10]2[N:14]([C:17]([O:19][CH2:20][C:21]3[CH:26]=[CH:25][CH:24]=[CH:23][CH:22]=3)=[O:18])[CH2:15][CH2:16][CH:9]12)=[O:7])([CH3:4])([CH3:2])[CH3:3]. (6) Given the reactants [CH3:1][C:2]([S@@:5]([NH2:7])=[O:6])([CH3:4])[CH3:3].[Cl:8][C:9]1[CH:10]=[C:11]([CH2:16][CH2:17][C:18](=O)[CH3:19])[CH:12]=[CH:13][C:14]=1[Cl:15].CCC(C)[BH-](C(C)CC)C(C)CC.[Li+].CO, predict the reaction product. The product is: [Cl:8][C:9]1[CH:10]=[C:11]([CH2:16][CH2:17][C@H:18]([NH:7][S@:5]([C:2]([CH3:4])([CH3:3])[CH3:1])=[O:6])[CH3:19])[CH:12]=[CH:13][C:14]=1[Cl:15]. (7) Given the reactants S(Cl)(Cl)=O.[OH:5][CH2:6][C:7]1[CH:12]=[CH:11][N:10]=[C:9]([CH3:13])[CH:8]=1.[Cl:14][C:15]1[CH:34]=[CH:33][C:18]([NH:19][C:20]2[C:29]3[C:24](=[CH:25][C:26](O)=[C:27]([O:30][CH3:31])[CH:28]=3)[N:23]=[CH:22][N:21]=2)=[C:17]([F:35])[CH:16]=1.C(=O)([O-])[O-].[K+].[K+], predict the reaction product. The product is: [Cl:14][C:15]1[CH:34]=[CH:33][C:18]([NH:19][C:20]2[C:29]3[C:24](=[CH:25][C:26]([O:5][CH2:6][C:7]4[CH:12]=[CH:11][N:10]=[C:9]([CH3:13])[CH:8]=4)=[C:27]([O:30][CH3:31])[CH:28]=3)[N:23]=[CH:22][N:21]=2)=[C:17]([F:35])[CH:16]=1. (8) The product is: [CH2:7]([NH:18][CH:19]([C:36]([CH3:39])([CH3:38])[CH3:37])[C:20]([N:22]1[CH2:31][CH2:30][C:29]2[C:24](=[CH:25][C:26]([O:34][CH3:35])=[C:27]([O:32][CH3:33])[CH:28]=2)[CH2:23]1)=[O:21])[C:8]1[CH:13]=[CH:12][CH:11]=[CH:10][CH:9]=1. Given the reactants C(=O)([O-])[O-].[K+].[K+].[CH2:7](Cl)[C:8]1[CH:13]=[CH:12][CH:11]=[CH:10][CH:9]=1.[I-].[K+].Cl.[NH2:18][CH:19]([C:36]([CH3:39])([CH3:38])[CH3:37])[C:20]([N:22]1[CH2:31][CH2:30][C:29]2[C:24](=[CH:25][C:26]([O:34][CH3:35])=[C:27]([O:32][CH3:33])[CH:28]=2)[CH2:23]1)=[O:21], predict the reaction product. (9) Given the reactants [C:1]1([C:23]2[CH:28]=[CH:27][CH:26]=[CH:25][CH:24]=2)[CH:6]=[CH:5][C:4]([CH2:7][C@@H:8]([NH:15][C:16]([O:18][C:19]([CH3:22])([CH3:21])[CH3:20])=[O:17])[CH2:9][C@@H:10]([CH3:14])[C:11]([OH:13])=[O:12])=[CH:3][CH:2]=1.C(=O)([O-])[O-].[Cs+].[Cs+].[CH2:35](I)[CH3:36].C(OC(C)C)(=O)C, predict the reaction product. The product is: [CH2:35]([O:12][C:11](=[O:13])[C@H:10]([CH3:14])[CH2:9][C@H:8]([NH:15][C:16]([O:18][C:19]([CH3:22])([CH3:20])[CH3:21])=[O:17])[CH2:7][C:4]1[CH:3]=[CH:2][C:1]([C:23]2[CH:24]=[CH:25][CH:26]=[CH:27][CH:28]=2)=[CH:6][CH:5]=1)[CH3:36].